From a dataset of Acute oral toxicity (LD50) regression data from Zhu et al.. Regression/Classification. Given a drug SMILES string, predict its toxicity properties. Task type varies by dataset: regression for continuous values (e.g., LD50, hERG inhibition percentage) or binary classification for toxic/non-toxic outcomes (e.g., AMES mutagenicity, cardiotoxicity, hepatotoxicity). Dataset: ld50_zhu. (1) The compound is O=P(Oc1ccccc1)(Oc1ccccc1)Oc1ccccc1. The rat oral LD50 is 1.97, given as -log10 of the dose in mol/kg body weight (higher means more acutely toxic). (2) The drug is O=C1C2(Cl)C3(Cl)C4(Cl)C(Cl)(Cl)C5(Cl)C3(Cl)C1(Cl)C5(Cl)C24Cl. The rat oral LD50 is 3.73, given as -log10 of the dose in mol/kg body weight (higher means more acutely toxic). (3) The compound is O=C(OC1CCC(N2CCCCC2)CC1)c1ccccc1. The rat oral LD50 is 2.57, given as -log10 of the dose in mol/kg body weight (higher means more acutely toxic). (4) The compound is CC(C)c1ccc(NC(=O)N(C)C)cc1. The rat oral LD50 is 2.05, given as -log10 of the dose in mol/kg body weight (higher means more acutely toxic). (5) The molecule is CC(=O)OC1CC(C)OC(C)O1. The rat oral LD50 is 1.96, given as -log10 of the dose in mol/kg body weight (higher means more acutely toxic). (6) The compound is NCCCCCCC(=O)O. The rat oral LD50 is 1.21, given as -log10 of the dose in mol/kg body weight (higher means more acutely toxic). (7) The drug is CCCCCCc1ccc(O)cc1O. The rat oral LD50 is 2.55, given as -log10 of the dose in mol/kg body weight (higher means more acutely toxic).